Dataset: Peptide-MHC class II binding affinity with 134,281 pairs from IEDB. Task: Regression. Given a peptide amino acid sequence and an MHC pseudo amino acid sequence, predict their binding affinity value. This is MHC class II binding data. (1) The peptide sequence is GVLYVGSKTKEGVVH. The MHC is HLA-DQA10301-DQB10302 with pseudo-sequence HLA-DQA10301-DQB10302. The binding affinity (normalized) is 0.117. (2) The peptide sequence is MLLRKYGIAAENVID. The MHC is HLA-DPA10103-DPB10401 with pseudo-sequence HLA-DPA10103-DPB10401. The binding affinity (normalized) is 0.0483.